Dataset: Forward reaction prediction with 1.9M reactions from USPTO patents (1976-2016). Task: Predict the product of the given reaction. (1) Given the reactants Br[C:2]1[CH:11]=[N:10][C:9](Cl)=[C:8]2[C:3]=1[CH:4]=[CH:5][CH:6]=[N:7]2.[N:13]1[CH:18]=[C:17](B(O)O)[CH:16]=[N:15][CH:14]=1.[NH2:22][C:23]1[N:24]=[C:25]([CH3:28])[S:26][CH:27]=1, predict the reaction product. The product is: [CH3:28][C:25]1[S:26][CH:27]=[C:23]([NH:22][C:9]2[N:10]=[CH:11][C:2]([C:17]3[CH:18]=[N:13][CH:14]=[N:15][CH:16]=3)=[C:3]3[C:8]=2[N:7]=[CH:6][CH:5]=[CH:4]3)[N:24]=1. (2) Given the reactants [CH3:1][Si:2]([CH3:33])([CH3:32])[CH2:3][CH2:4][O:5][CH2:6][N:7]1[C:15]2[CH2:14]C[CH:12]([C:16]3[CH:17]=NN(COCC[Si](C)(C)C)[CH:20]=3)[CH2:11][C:10]=2[C:9]([C:29]([OH:31])=[O:30])=[N:8]1.CC12CC1C(=O)CCC2, predict the reaction product. The product is: [CH3:20][C:16]12[CH2:17][CH:14]1[C:15]1[N:7]([CH2:6][O:5][CH2:4][CH2:3][Si:2]([CH3:32])([CH3:33])[CH3:1])[N:8]=[C:9]([C:29]([OH:31])=[O:30])[C:10]=1[CH2:11][CH2:12]2.